Task: Predict the reactants needed to synthesize the given product.. Dataset: Full USPTO retrosynthesis dataset with 1.9M reactions from patents (1976-2016) (1) Given the product [Cl:23][C:7]1[CH:8]=[C:9]2[C:4](=[CH:5][C:6]=1[F:24])[N:3]=[C:2]([N:25]1[CH2:30][CH2:29][CH2:28][CH2:27][CH2:26]1)[C:11]([C:12]1[N:16]=[N:15][NH:14][N:13]=1)=[C:10]2[C:17]1[CH:22]=[CH:21][CH:20]=[CH:19][CH:18]=1, predict the reactants needed to synthesize it. The reactants are: Cl[C:2]1[C:11]([C:12]2[NH:16][N:15]=[N:14][N:13]=2)=[C:10]([C:17]2[CH:22]=[CH:21][CH:20]=[CH:19][CH:18]=2)[C:9]2[C:4](=[CH:5][C:6]([F:24])=[C:7]([Cl:23])[CH:8]=2)[N:3]=1.[NH:25]1[CH2:30][CH2:29][CH2:28][CH2:27][CH2:26]1. (2) Given the product [C:2]([C:7]1[O:11][C:10]([CH2:12][N:13]2[CH:17]=[C:16]([NH:18][C:29](=[O:30])/[CH:28]=[CH:27]/[C:22]3[CH:23]=[CH:24][CH:25]=[CH:26][C:21]=3[O:20][CH3:19])[CH:15]=[N:14]2)=[CH:9][CH:8]=1)(=[O:6])[CH3:1], predict the reactants needed to synthesize it. The reactants are: [CH3:1][C:2]1([C:7]2[O:11][C:10]([CH2:12][N:13]3[CH:17]=[C:16]([NH2:18])[CH:15]=[N:14]3)=[CH:9][CH:8]=2)[O:6]CCO1.[CH3:19][O:20][C:21]1[CH:26]=[CH:25][CH:24]=[CH:23][C:22]=1/[CH:27]=[CH:28]/[C:29](O)=[O:30]. (3) Given the product [CH:5]1[C:6]2[C:11](=[CH:10][CH:9]=[CH:8][CH:7]=2)[CH:12]=[CH:13][C:4]=1[C:2]([C:4]1[CH:13]=[CH:12][CH:11]=[CH:6][CH:5]=1)=[CH2:1], predict the reactants needed to synthesize it. The reactants are: [CH3:1][C:2]([C:4]1[CH:13]=[CH:12][C:11]2[C:6](=[CH:7][CH:8]=[CH:9][CH:10]=2)[CH:5]=1)=O.O. (4) Given the product [Br:1][C:2]1[CH:3]=[N:4][CH:5]=[C:6](/[CH:7]=[CH:17]/[N+:18]([O-:20])=[O:19])[CH:9]=1, predict the reactants needed to synthesize it. The reactants are: [Br:1][C:2]1[CH:3]=[N:4][CH:5]=[C:6]([CH:9]=1)[CH:7]=O.CCN(CC)CC.[CH3:17][N+:18]([O-:20])=[O:19].C(OC(=O)C)(=O)C. (5) Given the product [CH3:1][O:2][C:3](=[O:35])[CH2:4][C:5]1[CH:6]=[C:7]([C:13]2[CH:18]=[CH:17][C:16]([C:19]([F:22])([F:20])[F:21])=[CH:15][C:14]=2[CH2:23][N:24]([C:36](=[O:38])[CH3:37])[C@@H:25]2[C:33]3[C:28](=[CH:29][CH:30]=[CH:31][CH:32]=3)[CH2:27][C@@H:26]2[OH:34])[C:8]([O:11][CH3:12])=[CH:9][CH:10]=1, predict the reactants needed to synthesize it. The reactants are: [CH3:1][O:2][C:3](=[O:35])[CH2:4][C:5]1[CH:6]=[C:7]([C:13]2[CH:18]=[CH:17][C:16]([C:19]([F:22])([F:21])[F:20])=[CH:15][C:14]=2[CH2:23][NH:24][C@@H:25]2[C:33]3[C:28](=[CH:29][CH:30]=[CH:31][CH:32]=3)[CH2:27][C@@H:26]2[OH:34])[C:8]([O:11][CH3:12])=[CH:9][CH:10]=1.[C:36](Cl)(=[O:38])[CH3:37].